This data is from Reaction yield outcomes from USPTO patents with 853,638 reactions. The task is: Predict the reaction yield, written as a fraction of the theoretical maximum amount of product (1.0 means a 100% yield; for example, 0.34 means a 34% yield). (1) The reactants are [NH:1]1[C:9]2[C:4](=[CH:5][CH:6]=[CH:7][CH:8]=2)[CH2:3][C:2]1=[O:10].[CH2:11](O)[CH2:12][OH:13]. The catalyst is [Ni]. The product is [OH:13][CH2:12][CH2:11][CH:3]1[C:4]2[C:9](=[CH:8][CH:7]=[CH:6][CH:5]=2)[NH:1][C:2]1=[O:10]. The yield is 0.700. (2) The reactants are [N:1]([C:4]1[CH:8]=[C:7]([CH3:9])[O:6][N:5]=1)=[N+:2]=[N-:3].[CH3:10][O:11][C:12]1[CH:17]=[CH:16][C:15]([CH2:18][C:19]#[N:20])=[CH:14][CH:13]=1.C[O-].[Na+]. The catalyst is C(O)C.C(OCC)(=O)C. The product is [CH3:10][O:11][C:12]1[CH:17]=[CH:16][C:15]([C:18]2[N:3]=[N:2][N:1]([C:4]3[CH:8]=[C:7]([CH3:9])[O:6][N:5]=3)[C:19]=2[NH2:20])=[CH:14][CH:13]=1. The yield is 0.110. (3) The catalyst is C(Cl)Cl.O. The reactants are [OH:1][CH:2]([CH3:45])[C:3]([CH3:44])([CH3:43])[O:4][C:5]1[CH:10]=[CH:9][C:8]([N:11]2[C:16](=[O:17])[C:15]([CH2:18][C:19]3[CH:24]=[CH:23][C:22]([C:25]4[CH:30]=[CH:29][CH:28]=[CH:27][C:26]=4[C:31]4[NH:35][C:34](=[O:36])[O:33][N:32]=4)=[CH:21][CH:20]=3)=[C:14]([CH2:37][CH2:38][CH3:39])[N:13]3[N:40]=[CH:41][N:42]=[C:12]23)=[CH:7][CH:6]=1.CC(OI1(OC(C)=O)(OC(C)=O)OC(=O)C2C1=CC=CC=2)=O.C(OCC)(=O)C.S([O-])([O-])(=O)=S.[Na+].[Na+]. The yield is 0.850. The product is [CH3:44][C:3]([CH3:43])([O:4][C:5]1[CH:10]=[CH:9][C:8]([N:11]2[C:16](=[O:17])[C:15]([CH2:18][C:19]3[CH:20]=[CH:21][C:22]([C:25]4[CH:30]=[CH:29][CH:28]=[CH:27][C:26]=4[C:31]4[NH:35][C:34](=[O:36])[O:33][N:32]=4)=[CH:23][CH:24]=3)=[C:14]([CH2:37][CH2:38][CH3:39])[N:13]3[N:40]=[CH:41][N:42]=[C:12]23)=[CH:7][CH:6]=1)[C:2](=[O:1])[CH3:45]. (4) The reactants are O[CH2:2][C:3]1[CH:8]=[CH:7][C:6]([C@H:9]([O:18][CH:19]2[CH2:24][CH2:23][CH2:22][CH2:21][O:20]2)[C:10]2[CH:11]=[C:12]([CH:15]=[CH:16][CH:17]=2)[C:13]#[N:14])=[CH:5][CH:4]=1.[I:25]I.C1(P(C2C=CC=CC=2)C2C=CC=CC=2)C=CC=CC=1.N1C=CN=C1.S([O-])([O-])(=O)=S.[Na+].[Na+]. The catalyst is ClCCl. The product is [I:25][CH2:2][C:3]1[CH:8]=[CH:7][C:6]([C@H:9]([O:18][CH:19]2[CH2:24][CH2:23][CH2:22][CH2:21][O:20]2)[C:10]2[CH:11]=[C:12]([CH:15]=[CH:16][CH:17]=2)[C:13]#[N:14])=[CH:5][CH:4]=1. The yield is 0.820. (5) The reactants are [S:1]1[C:5]2[CH:6]=[CH:7][CH:8]=[CH:9][C:4]=2[N:3]=[C:2]1[C:10](=[C:13]1[CH2:17][CH2:16][CH2:15][O:14]1)[C:11]#[N:12].O.[NH2:19][NH2:20]. The catalyst is C(O)C. The product is [NH2:12][C:11]1[C:10]([C:2]2[S:1][C:5]3[CH:6]=[CH:7][CH:8]=[CH:9][C:4]=3[N:3]=2)=[C:13]([CH2:17][CH2:16][CH2:15][OH:14])[NH:19][N:20]=1. The yield is 0.670. (6) The reactants are [NH2:1][C:2]1[C:3](=[O:21])[N:4]([CH2:16][C:17]([O:19][CH3:20])=[O:18])[C:5](=[O:15])[N:6]([CH2:8][C:9]2[CH:14]=[CH:13][CH:12]=[CH:11][CH:10]=2)[CH:7]=1.CN1CCOCC1.[CH2:29]([S:36](Cl)(=[O:38])=[O:37])[C:30]1[CH:35]=[CH:34][CH:33]=[CH:32][CH:31]=1. The catalyst is O1CCCC1.CN(C)C=O.C(OCC)(=O)C. The product is [CH2:8]([N:6]1[CH:7]=[C:2]([NH:1][S:36]([CH2:29][C:30]2[CH:35]=[CH:34][CH:33]=[CH:32][CH:31]=2)(=[O:38])=[O:37])[C:3](=[O:21])[N:4]([CH2:16][C:17]([O:19][CH3:20])=[O:18])[C:5]1=[O:15])[C:9]1[CH:14]=[CH:13][CH:12]=[CH:11][CH:10]=1. The yield is 0.740.